This data is from Full USPTO retrosynthesis dataset with 1.9M reactions from patents (1976-2016). The task is: Predict the reactants needed to synthesize the given product. (1) Given the product [F:1][C:2]1[CH:3]=[C:4]([NH:8][CH:9]2[CH2:14][CH2:13][NH:12][CH2:11][CH2:10]2)[CH:5]=[CH:6][CH:7]=1, predict the reactants needed to synthesize it. The reactants are: [F:1][C:2]1[CH:3]=[C:4]([NH:8][CH:9]2[CH2:14][CH2:13][N:12](C(OC(C)(C)C)=O)[CH2:11][CH2:10]2)[CH:5]=[CH:6][CH:7]=1. (2) Given the product [F:22][C:3]1[CH:4]=[C:5]([CH:20]=[CH:21][C:2]=1[NH:1][C:23](=[O:28])[C:24]([CH3:27])([CH3:26])[CH3:25])[O:6][CH:7]1[CH2:8][CH2:9][N:10]([C:13]([O:15][C:16]([CH3:19])([CH3:17])[CH3:18])=[O:14])[CH2:11][CH2:12]1, predict the reactants needed to synthesize it. The reactants are: [NH2:1][C:2]1[CH:21]=[CH:20][C:5]([O:6][CH:7]2[CH2:12][CH2:11][N:10]([C:13]([O:15][C:16]([CH3:19])([CH3:18])[CH3:17])=[O:14])[CH2:9][CH2:8]2)=[CH:4][C:3]=1[F:22].[C:23](Cl)(=[O:28])[C:24]([CH3:27])([CH3:26])[CH3:25]. (3) Given the product [CH3:6][O:5][C:3]([CH:2]1[CH2:7][CH2:8][N:10]1[CH:11]1[CH2:12][CH2:13][N:14]([C:17]([O:19][CH2:20][CH3:21])=[O:18])[CH2:15][CH2:16]1)=[O:4], predict the reactants needed to synthesize it. The reactants are: Br[CH:2]([CH2:7][CH2:8]Br)[C:3]([O:5][CH3:6])=[O:4].[NH2:10][CH:11]1[CH2:16][CH2:15][N:14]([C:17]([O:19][CH2:20][CH3:21])=[O:18])[CH2:13][CH2:12]1. (4) Given the product [CH3:6][C:7]1[N:11]([CH2:12][CH2:13][N:14]2[CH2:15][CH2:16][O:17][CH2:18][CH2:19]2)[C:10]2[S:20][C:21]([C:28]([C:27]3[CH:30]=[CH:31][C:24]([CH3:23])=[CH:25][CH:26]=3)=[NH:29])=[CH:22][C:9]=2[CH:8]=1, predict the reactants needed to synthesize it. The reactants are: C([Li])CCC.[CH3:6][C:7]1[N:11]([CH2:12][CH2:13][N:14]2[CH2:19][CH2:18][O:17][CH2:16][CH2:15]2)[C:10]2[S:20][CH:21]=[CH:22][C:9]=2[CH:8]=1.[CH3:23][C:24]1[CH:31]=[CH:30][C:27]([C:28]#[N:29])=[CH:26][CH:25]=1.Cl. (5) Given the product [CH3:1][O:2][C:3]1[CH:4]=[C:5]([CH:11]=[CH:12][C:13]([NH:23][CH:19]([CH2:20][CH2:21][CH3:22])[CH2:18][CH2:17][CH3:16])=[O:15])[CH:6]=[CH:7][C:8]=1[O:9][CH3:10], predict the reactants needed to synthesize it. The reactants are: [CH3:1][O:2][C:3]1[CH:4]=[C:5]([CH:11]=[CH:12][C:13]([OH:15])=O)[CH:6]=[CH:7][C:8]=1[O:9][CH3:10].[CH3:16][CH2:17][CH2:18][CH:19]([NH2:23])[CH2:20][CH2:21][CH3:22]. (6) Given the product [CH2:1]([C:3]1[O:4][C:5]([C:19]2[CH:20]=[CH:21][C:22]([C:25]([F:28])([F:26])[F:27])=[CH:23][CH:24]=2)=[CH:6][C:7]=1[CH2:8][O:9][C:10]1[CH:11]=[CH:12][C:13]([C:14]([N:30]([CH3:29])[CH2:31][CH2:32][C:33]([OH:35])=[O:34])=[O:15])=[CH:17][CH:18]=1)[CH3:2], predict the reactants needed to synthesize it. The reactants are: [CH2:1]([C:3]1[O:4][C:5]([C:19]2[CH:24]=[CH:23][C:22]([C:25]([F:28])([F:27])[F:26])=[CH:21][CH:20]=2)=[CH:6][C:7]=1[CH2:8][O:9][C:10]1[CH:18]=[CH:17][C:13]([C:14](O)=[O:15])=[CH:12][CH:11]=1)[CH3:2].[CH3:29][NH:30][CH2:31][CH2:32][C:33]([O:35]CC)=[O:34]. (7) Given the product [N:17]1([CH:15]([NH:8][C:6](=[O:7])[C:5]2[CH:9]=[CH:10][C:2]([Cl:1])=[CH:3][CH:4]=2)[C:12]([CH3:13])([CH3:14])[CH3:11])[C:21]2[CH:22]=[CH:23][CH:24]=[CH:25][C:20]=2[N:19]=[N:18]1, predict the reactants needed to synthesize it. The reactants are: [Cl:1][C:2]1[CH:10]=[CH:9][C:5]([C:6]([NH2:8])=[O:7])=[CH:4][CH:3]=1.[CH3:11][C:12]([CH:15]=O)([CH3:14])[CH3:13].[NH:17]1[C:21]2[CH:22]=[CH:23][CH:24]=[CH:25][C:20]=2[N:19]=[N:18]1.C1(C)C=CC(S(O)(=O)=O)=CC=1. (8) Given the product [Cl:26][C:16]1[CH:15]=[C:14]2[C:19]([C:11]([S:8]([C:5]3[CH:4]=[CH:3][C:2]([Cl:1])=[CH:7][CH:6]=3)(=[O:10])=[O:9])=[C:12]([CH3:25])[N:13]2[CH2:21][C:22]([OH:24])=[O:23])=[CH:18][CH:17]=1, predict the reactants needed to synthesize it. The reactants are: [Cl:1][C:2]1[CH:7]=[CH:6][C:5]([S:8]([C:11]2[C:19]3[C:14](=[CH:15][CH:16]=[C:17](C)[CH:18]=3)[N:13]([CH2:21][C:22]([OH:24])=[O:23])[C:12]=2[CH3:25])(=[O:10])=[O:9])=[CH:4][CH:3]=1.[Cl:26]C1C=CC(S(C2C3C(=CC=C(C)C=3)N(CC(OCC)=O)C=2C)(=O)=O)=CC=1. (9) Given the product [CH:3]1([N:7]2[CH2:12][CH2:11][N:10]([C:24]([NH2:25])=[NH:20])[CH2:9][CH2:8]2)[CH2:6][CH2:5][CH2:4]1, predict the reactants needed to synthesize it. The reactants are: Cl.Cl.[CH:3]1([N:7]2[CH2:12][CH2:11][NH:10][CH2:9][CH2:8]2)[CH2:6][CH2:5][CH2:4]1.[N+]([O-])(O)=O.CC1C=C(C)[N:20]([C:24](N)=[NH:25])N=1. (10) Given the product [N+:13]([C:16]1[CH:17]=[CH:18][C:19]([S:22]([NH:12][C:10]2[S:11][C:7]([C:1]3[CH:2]=[CH:3][CH:4]=[CH:5][CH:6]=3)=[N:8][N:9]=2)(=[O:24])=[O:23])=[CH:20][CH:21]=1)([O-:15])=[O:14], predict the reactants needed to synthesize it. The reactants are: [C:1]1([C:7]2[S:11][C:10]([NH2:12])=[N:9][N:8]=2)[CH:6]=[CH:5][CH:4]=[CH:3][CH:2]=1.[N+:13]([C:16]1[CH:21]=[CH:20][C:19]([S:22](Cl)(=[O:24])=[O:23])=[CH:18][CH:17]=1)([O-:15])=[O:14].